Dataset: Forward reaction prediction with 1.9M reactions from USPTO patents (1976-2016). Task: Predict the product of the given reaction. Given the reactants Cl.[OH:2][C:3]1[C:4]([CH3:13])=[N:5][CH:6]=[C:7]([CH2:11][OH:12])[C:8]=1[CH:9]=O.[F:14][C:15]1[CH:20]=[CH:19][C:18]([NH2:21])=[CH:17][C:16]=1[Cl:22], predict the reaction product. The product is: [Cl:22][C:16]1[CH:17]=[C:18](/[N:21]=[CH:9]/[C:8]2[C:7]([CH2:11][OH:12])=[CH:6][N:5]=[C:4]([CH3:13])[C:3]=2[OH:2])[CH:19]=[CH:20][C:15]=1[F:14].